Dataset: Forward reaction prediction with 1.9M reactions from USPTO patents (1976-2016). Task: Predict the product of the given reaction. (1) The product is: [ClH:34].[C:24]1([C:22]2[CH:23]=[C:19]([CH2:18][O:17][C:13]3[CH:12]=[C:11]4[C:16](=[CH:15][CH:14]=3)[NH:8][CH2:9][CH2:10]4)[S:20][C:21]=2[C:30]([F:33])([F:31])[F:32])[CH:25]=[CH:26][CH:27]=[CH:28][CH:29]=1. Given the reactants C(OC([N:8]1[C:16]2[C:11](=[CH:12][C:13]([O:17][CH2:18][C:19]3[S:20][C:21]([C:30]([F:33])([F:32])[F:31])=[C:22]([C:24]4[CH:29]=[CH:28][CH:27]=[CH:26][CH:25]=4)[CH:23]=3)=[CH:14][CH:15]=2)[CH2:10][CH2:9]1)=O)(C)(C)C.[ClH:34].O1CCOCC1, predict the reaction product. (2) Given the reactants [CH2:1]=[CH:2][CH2:3][CH2:4][CH2:5][CH2:6][CH2:7][CH3:8].B1C2CCCC1CCC2.B.I[C:20]1[CH:27]=[CH:26][C:23]([C:24]#[N:25])=[CH:22][CH:21]=1.C([O-])([O-])=O.[Cs+].[Cs+].[Li+].[Br-], predict the reaction product. The product is: [CH2:1]([C:20]1[CH:27]=[CH:26][C:23]([C:24]#[N:25])=[CH:22][CH:21]=1)[CH2:2][CH2:3][CH2:4][CH2:5][CH2:6][CH2:7][CH3:8]. (3) Given the reactants [CH2:1]([CH:3]1[N:12]2[C:7](=[CH:8][C:9](=[O:18])[C:10]([C:13]([O:15][CH2:16][CH3:17])=[O:14])=[CH:11]2)[C:6]2[CH:19]=[C:20]([O:24][CH3:25])[C:21]([OH:23])=[CH:22][C:5]=2[CH2:4]1)[CH3:2].Br[CH2:27][CH2:28][CH:29]1[CH2:34][CH2:33][CH2:32][CH2:31][CH2:30]1.C([O-])([O-])=O.[K+].[K+].O, predict the reaction product. The product is: [CH:29]1([CH2:28][CH2:27][O:23][C:21]2[C:20]([O:24][CH3:25])=[CH:19][C:6]3[C:7]4[N:12]([CH:3]([CH2:1][CH3:2])[CH2:4][C:5]=3[CH:22]=2)[CH:11]=[C:10]([C:13]([O:15][CH2:16][CH3:17])=[O:14])[C:9](=[O:18])[CH:8]=4)[CH2:34][CH2:33][CH2:32][CH2:31][CH2:30]1. (4) Given the reactants [C:1]([Si:5]([CH3:30])([CH3:29])[O:6][C@H:7]1[CH2:15][CH2:14][CH2:13][C@@:12]2([CH3:16])[C@H:8]1[CH2:9][CH2:10][C@@H:11]2[C@:17]([CH3:28])([CH2:25][C:26]#[CH:27])[CH2:18][CH2:19][CH2:20][C:21]([CH3:24])([OH:23])[CH3:22])([CH3:4])([CH3:3])[CH3:2].ClCCl, predict the reaction product. The product is: [C:1]([Si:5]([CH3:29])([CH3:30])[O:6][C@H:7]1[CH2:15][CH2:14][CH2:13][C@@:12]2([CH3:16])[C@H:8]1[CH2:9][CH2:10][C@@H:11]2[C@:17]([CH3:28])([CH2:25][C:26]#[CH:27])[CH2:18][CH2:19][CH2:20][C:21]([CH3:22])([O:23][Si:5]([CH3:30])([CH3:29])[CH3:1])[CH3:24])([CH3:4])([CH3:3])[CH3:2]. (5) Given the reactants C=O.[Cl:3][C:4]1[N:5]=[C:6]([N:21]2[CH2:26][CH2:25][O:24][CH2:23][CH2:22]2)[C:7]2[N:13]=[C:12]([CH2:14][NH:15][CH2:16][C:17]([CH3:20])([OH:19])[CH3:18])[CH:11]=[CH:10][C:8]=2[N:9]=1.[C:27]([BH3-])#N.[Na+].CO, predict the reaction product. The product is: [Cl:3][C:4]1[N:5]=[C:6]([N:21]2[CH2:26][CH2:25][O:24][CH2:23][CH2:22]2)[C:7]2[N:13]=[C:12]([CH2:14][N:15]([CH3:27])[CH2:16][C:17]([CH3:20])([OH:19])[CH3:18])[CH:11]=[CH:10][C:8]=2[N:9]=1. (6) Given the reactants [Cl:1][C:2]1[CH:7]=[CH:6][C:5]([C:8]2[N:12]([CH2:13][C:14]3[CH:19]=[CH:18][CH:17]=[CH:16][C:15]=3[F:20])[C:11](=[O:21])[N:10]([CH2:22][C:23]([OH:25])=O)[N:9]=2)=[CH:4][CH:3]=1.C(Cl)CCl.C1C=CC2N(O)N=NC=2C=1.Cl.[C:41](=[O:57])([O:43][CH2:44][CH:45]([NH2:56])[C:46]1[CH:51]=[CH:50][CH:49]=[CH:48][C:47]=1[C:52]([F:55])([F:54])[F:53])[NH2:42].Cl, predict the reaction product. The product is: [C:41](=[O:57])([O:43][CH2:44][CH:45]([NH:56][C:23](=[O:25])[CH2:22][N:10]1[C:11](=[O:21])[N:12]([CH2:13][C:14]2[CH:19]=[CH:18][CH:17]=[CH:16][C:15]=2[F:20])[C:8]([C:5]2[CH:4]=[CH:3][C:2]([Cl:1])=[CH:7][CH:6]=2)=[N:9]1)[C:46]1[CH:51]=[CH:50][CH:49]=[CH:48][C:47]=1[C:52]([F:55])([F:53])[F:54])[NH2:42]. (7) Given the reactants [Cl:1][C:2]1[CH:3]=[C:4]2[C:9](=[CH:10][C:11]=1[OH:12])[O:8][C:7]([CH3:13])=[C:6]([C:14]1[CH:19]=[CH:18][CH:17]=[CH:16][CH:15]=1)[C:5]2=O.O.[NH2:22][NH2:23], predict the reaction product. The product is: [Cl:1][C:2]1[CH:3]=[C:4]([C:5]2[C:6]([C:14]3[CH:19]=[CH:18][CH:17]=[CH:16][CH:15]=3)=[C:7]([CH3:13])[NH:23][N:22]=2)[C:9]([OH:8])=[CH:10][C:11]=1[OH:12]. (8) The product is: [NH2:10][C:9]1[C:4]([NH:3][CH2:1][CH3:2])=[N:5][C:6]([C:13]([F:14])([F:15])[F:16])=[CH:7][CH:8]=1. Given the reactants [CH2:1]([NH:3][C:4]1[C:9]([N+:10]([O-])=O)=[CH:8][CH:7]=[C:6]([C:13]([F:16])([F:15])[F:14])[N:5]=1)[CH3:2], predict the reaction product. (9) Given the reactants [NH:1]1[C:9]2[C:4](=[CH:5][C:6]([C:10]([OH:12])=O)=[CH:7][CH:8]=2)[CH:3]=[CH:2]1.Cl.Cl.[N:15]12[CH2:23][CH2:22][CH:19]([CH2:20][CH2:21]1)[NH:18][CH2:17][CH2:16]2.O.ON1C2C=CC=CC=2N=N1.F[B-](F)(F)F.N1(OC(N(C)C)=[N+](C)C)C2C=CC=CC=2N=N1.C(N(C(C)C)CC)(C)C.[OH-].[Na+], predict the reaction product. The product is: [N:15]12[CH2:23][CH2:22][CH:19]([CH2:20][CH2:21]1)[N:18]([C:10]([C:6]1[CH:5]=[C:4]3[C:9](=[CH:8][CH:7]=1)[NH:1][CH:2]=[CH:3]3)=[O:12])[CH2:17][CH2:16]2.